From a dataset of Reaction yield outcomes from USPTO patents with 853,638 reactions. Predict the reaction yield, written as a fraction of the theoretical maximum amount of product (1.0 means a 100% yield; for example, 0.34 means a 34% yield). (1) The reactants are Cl[C:2]1[N:11]=[C:10]([N:12]([C:14]2[CH:19]=[CH:18][C:17]([O:20][CH3:21])=[CH:16][CH:15]=2)[CH3:13])[C:9]2[C:4](=[CH:5][CH:6]=[CH:7][CH:8]=2)[N:3]=1.[CH3:22][S-:23].[Na+]. The catalyst is C(OCC)(=O)C. The product is [CH3:22][S:23][C:2]1[N:11]=[C:10]([N:12]([C:14]2[CH:19]=[CH:18][C:17]([O:20][CH3:21])=[CH:16][CH:15]=2)[CH3:13])[C:9]2[C:4](=[CH:5][CH:6]=[CH:7][CH:8]=2)[N:3]=1. The yield is 0.0700. (2) The reactants are [F:1][C:2]1[C:11]([F:12])=[C:10]2[C:5]([CH:6]=[CH:7][CH:8]=[N:9]2)=[CH:4][CH:3]=1.[I:13]N1C(=O)CCC1=O. The catalyst is C(O)(=O)C. The product is [F:1][C:2]1[C:11]([F:12])=[C:10]2[C:5]([CH:6]=[C:7]([I:13])[CH:8]=[N:9]2)=[CH:4][CH:3]=1. The yield is 0.700. (3) The reactants are [C:1]1([CH3:14])[CH:6]=[CH:5][C:4]([NH:7][CH2:8][C:9]([O:11][CH2:12][CH3:13])=[O:10])=[CH:3][CH:2]=1.ClC1C(=O)C(C#N)=C(C#N)C(=[O:23])C=1Cl. The catalyst is CO.O. The product is [CH:14]([C:1]1[CH:6]=[CH:5][C:4]([NH:7][CH2:8][C:9]([O:11][CH2:12][CH3:13])=[O:10])=[CH:3][CH:2]=1)=[O:23]. The yield is 0.250. (4) The reactants are [N:1]1([C:11]2[C:12]([C:25]3[CH:30]=[CH:29][CH:28]=[CH:27][CH:26]=3)=[N:13][C:14]3[C:19]([N:20]=2)=[CH:18][C:17]([C:21]([O:23]C)=[O:22])=[CH:16][CH:15]=3)[C:10]2[C:5](=[CH:6][CH:7]=[CH:8][CH:9]=2)[CH2:4][CH2:3][CH2:2]1.[OH-].[Na+]. The catalyst is CO.O. The product is [N:1]1([C:11]2[C:12]([C:25]3[CH:30]=[CH:29][CH:28]=[CH:27][CH:26]=3)=[N:13][C:14]3[C:19]([N:20]=2)=[CH:18][C:17]([C:21]([OH:23])=[O:22])=[CH:16][CH:15]=3)[C:10]2[C:5](=[CH:6][CH:7]=[CH:8][CH:9]=2)[CH2:4][CH2:3][CH2:2]1. The yield is 0.650. (5) The reactants are [NH:1]1[C:9]2[C:4](=[CH:5][CH:6]=[CH:7][CH:8]=2)[C:3](/[CH:10]=[C:11]2\[O:12][C:13]3[C:20]([C:21]#[C:22][CH2:23][N:24]4[CH2:29][CH2:28][N:27](C(OC(C)(C)C)=O)[CH2:26][CH2:25]4)=[C:19]([O:37][CH3:38])[CH:18]=[CH:17][C:14]=3[C:15]\2=[O:16])=[N:2]1.Cl. The catalyst is C(Cl)Cl.O1CCOCC1. The product is [NH:1]1[C:9]2[C:4](=[CH:5][CH:6]=[CH:7][CH:8]=2)[C:3](/[CH:10]=[C:11]2\[O:12][C:13]3[C:20]([C:21]#[C:22][CH2:23][N:24]4[CH2:25][CH2:26][NH:27][CH2:28][CH2:29]4)=[C:19]([O:37][CH3:38])[CH:18]=[CH:17][C:14]=3[C:15]\2=[O:16])=[N:2]1. The yield is 0.900. (6) The reactants are CC1(C)C(C)(C)OB([C:9]2[CH:10]=[C:11]3[C:16](=[C:17]([O:19]COCC[Si](C)(C)C)[CH:18]=2)[N:15]=[CH:14][N:13](COCC[Si](C)(C)C)[C:12]3=[O:36])O1.Br[C:39]1[CH:44]=[CH:43][CH:42]=[CH:41][C:40]=1[C:45]([C:47]1[CH:52]=[CH:51][CH:50]=[CH:49][CH:48]=1)=[O:46].C(=O)([O-])[O-].[K+].[K+]. The catalyst is O1CCOCC1.O.C1(P([C-]2C=CC=C2)C2C=CC=CC=2)C=CC=CC=1.[C-]1(P(C2C=CC=CC=2)C2C=CC=CC=2)C=CC=C1.[Fe+2].[Pd](Cl)Cl. The product is [C:45]([C:47]1[CH:52]=[CH:51][CH:50]=[CH:49][C:48]=1[C:9]1[CH:10]=[C:11]2[C:16](=[C:17]([OH:19])[CH:18]=1)[N:15]=[CH:14][NH:13][C:12]2=[O:36])(=[O:46])[C:40]1[CH:41]=[CH:42][CH:43]=[CH:44][CH:39]=1. The yield is 0.990. (7) The reactants are [C:1]([O:5][C:6](=[O:29])[C:7]([O:10]/[N:11]=[C:12](/[C:16]1[N:17]=[C:18]([NH:21][C:22]([O:24][C:25]([CH3:28])([CH3:27])[CH3:26])=[O:23])[S:19][CH:20]=1)\[C:13]([OH:15])=[O:14])([CH3:9])[CH3:8])([CH3:4])([CH3:3])[CH3:2].C1C(=O)N([Cl:37])C(=O)C1. The catalyst is CN(C)C=O. The product is [C:1]([O:5][C:6](=[O:29])[C:7]([O:10]/[N:11]=[C:12](/[C:16]1[N:17]=[C:18]([NH:21][C:22]([O:24][C:25]([CH3:28])([CH3:27])[CH3:26])=[O:23])[S:19][C:20]=1[Cl:37])\[C:13]([OH:15])=[O:14])([CH3:9])[CH3:8])([CH3:2])([CH3:3])[CH3:4]. The yield is 0.920. (8) The product is [OH:6][CH2:5][CH2:4][CH2:3][O:7][C:9]1[CH:18]=[C:17]2[C:12]([C:13]([OH:19])=[N:14][CH:15]=[N:16]2)=[CH:11][CH:10]=1. The catalyst is CN(C)C=O. The reactants are [H-].[Na+].[CH2:3]([OH:7])[CH2:4][CH2:5][OH:6].F[C:9]1[CH:18]=[C:17]2[C:12]([C:13]([OH:19])=[N:14][CH:15]=[N:16]2)=[CH:11][CH:10]=1. The yield is 0.920.